This data is from Full USPTO retrosynthesis dataset with 1.9M reactions from patents (1976-2016). The task is: Predict the reactants needed to synthesize the given product. Given the product [CH3:8][N:9]1[CH2:14][CH2:13][N:12]([CH2:15][C:16]2[CH:21]=[CH:20][C:19]([NH2:22])=[CH:18][CH:17]=2)[CH2:11][CH2:10]1, predict the reactants needed to synthesize it. The reactants are: CN1CCNCC1.[CH3:8][N:9]1[CH2:14][CH2:13][N:12]([CH2:15][C:16]2[CH:21]=[CH:20][C:19]([N+:22]([O-])=O)=[CH:18][CH:17]=2)[CH2:11][CH2:10]1.[BH4-].[Na+].